Dataset: Forward reaction prediction with 1.9M reactions from USPTO patents (1976-2016). Task: Predict the product of the given reaction. (1) Given the reactants [Br:1][C:2]1[CH:3]=[C:4]([OH:8])[CH:5]=[N:6][CH:7]=1.P([O-])([O-])([O-])=O.[K+].[K+].[K+].[N:17]1([S:23](Cl)(=[O:25])=[O:24])[CH2:22][CH2:21][O:20][CH2:19][CH2:18]1.C([O-])(O)=O.[Na+], predict the reaction product. The product is: [Br:1][C:2]1[CH:3]=[C:4]([O:8][S:23]([N:17]2[CH2:22][CH2:21][O:20][CH2:19][CH2:18]2)(=[O:25])=[O:24])[CH:5]=[N:6][CH:7]=1. (2) Given the reactants Cl.[F:2][C:3]([F:19])([F:18])[C:4]1[CH:9]=[CH:8][C:7]([N:10]2[CH2:15][CH2:14][O:13][CH:12]([CH2:16][NH2:17])[CH2:11]2)=[CH:6][CH:5]=1.[CH2:20]([N:22]([CH2:33][C:34](O)=[O:35])[S:23]([C:26]1[CH:31]=[CH:30][C:29]([F:32])=[CH:28][CH:27]=1)(=[O:25])=[O:24])[CH3:21].CN([P+](ON1N=NC2C=CC=CC1=2)(N(C)C)N(C)C)C.F[P-](F)(F)(F)(F)F, predict the reaction product. The product is: [CH2:20]([N:22]([S:23]([C:26]1[CH:27]=[CH:28][C:29]([F:32])=[CH:30][CH:31]=1)(=[O:25])=[O:24])[CH2:33][C:34]([NH:17][CH2:16][CH:12]1[O:13][CH2:14][CH2:15][N:10]([C:7]2[CH:6]=[CH:5][C:4]([C:3]([F:2])([F:18])[F:19])=[CH:9][CH:8]=2)[CH2:11]1)=[O:35])[CH3:21]. (3) Given the reactants Br[C:2]1[C:15](=[O:16])[O:14][C:13]2[C:12]3[C:7]4=[C:8]([CH2:17][CH:18]([CH3:19])[N:6]4[C:5](=[O:20])[C:4]=2[C:3]=1[OH:21])[CH:9]=[CH:10][CH:11]=3.[F:22][C:23]1[CH:24]=[C:25]([SH:29])[CH:26]=[CH:27][CH:28]=1.C(=O)([O-])[O-].[Cs+].[Cs+], predict the reaction product. The product is: [F:22][C:23]1[CH:24]=[C:25]([S:29][C:2]2[C:15](=[O:16])[O:14][C:13]3[C:12]4[C:7]5=[C:8]([CH2:17][CH:18]([CH3:19])[N:6]5[C:5](=[O:20])[C:4]=3[C:3]=2[OH:21])[CH:9]=[CH:10][CH:11]=4)[CH:26]=[CH:27][CH:28]=1. (4) The product is: [C:15]([C:12]1[CH:13]=[CH:14][C:9]([C@@H:8]2[C:3]([C:1]#[N:2])=[C:4]([CH3:36])[N:5]([C:26]3[CH:31]=[CH:30][CH:29]=[C:28]([C:32]([F:34])([F:33])[F:35])[CH:27]=3)[C:6](=[O:25])[N:7]2[CH2:21][C:22]([N:61]2[CH2:66][CH2:65][CH:64]([CH2:67][CH2:68][OH:69])[CH2:63][CH2:62]2)=[O:23])=[C:10]([S:17]([CH3:20])(=[O:19])=[O:18])[CH:11]=1)#[N:16]. Given the reactants [C:1]([C:3]1[C@@H:8]([C:9]2[CH:14]=[CH:13][C:12]([C:15]#[N:16])=[CH:11][C:10]=2[S:17]([CH3:20])(=[O:19])=[O:18])[N:7]([CH2:21][C:22](O)=[O:23])[C:6](=[O:25])[N:5]([C:26]2[CH:31]=[CH:30][CH:29]=[C:28]([C:32]([F:35])([F:34])[F:33])[CH:27]=2)[C:4]=1[CH3:36])#[N:2].CN(C(ON1N=NC2C=CC=NC1=2)=[N+](C)C)C.F[P-](F)(F)(F)(F)F.[NH:61]1[CH2:66][CH2:65][CH:64]([CH2:67][CH2:68][OH:69])[CH2:63][CH2:62]1.C(N(CC)C(C)C)(C)C, predict the reaction product. (5) Given the reactants Br[C:2]1[C:3](=[O:41])[NH:4][C:5]2[C:10]([CH:11]=1)=[CH:9][C:8]1[C:12]([C:34]3[CH:39]=[CH:38][N:37]=[C:36]([CH3:40])[CH:35]=3)=[N:13][N:14]([C:15]([C:28]3[CH:33]=[CH:32][CH:31]=[CH:30][CH:29]=3)([C:22]3[CH:27]=[CH:26][CH:25]=[CH:24][CH:23]=3)[C:16]3[CH:21]=[CH:20][CH:19]=[CH:18][CH:17]=3)[C:7]=1[CH:6]=2.B(O)(O)[C:43]1[CH2:48][N:47]([CH2:49][C:50]2[CH:55]=[CH:54][CH:53]=[CH:52][CH:51]=2)[CH2:46][CH2:45][CH:44]=1.C([O-])([O-])=O.[K+].[K+], predict the reaction product. The product is: [CH2:49]([N:47]1[CH2:48][CH2:43][CH:44]=[C:45]([C:2]2[C:3](=[O:41])[NH:4][C:5]3[C:10]([CH:11]=2)=[CH:9][C:8]2[C:12]([C:34]4[CH:39]=[CH:38][N:37]=[C:36]([CH3:40])[CH:35]=4)=[N:13][N:14]([C:15]([C:22]4[CH:27]=[CH:26][CH:25]=[CH:24][CH:23]=4)([C:16]4[CH:17]=[CH:18][CH:19]=[CH:20][CH:21]=4)[C:28]4[CH:33]=[CH:32][CH:31]=[CH:30][CH:29]=4)[C:7]=2[CH:6]=3)[CH2:46]1)[C:50]1[CH:55]=[CH:54][CH:53]=[CH:52][CH:51]=1. (6) Given the reactants [Cl:1][C:2]1[CH:7]=[CH:6][C:5]([S:8][C:9]2[CH:10]=[C:11]([CH:14]=[CH:15][CH:16]=2)[CH:12]=O)=[CH:4][CH:3]=1.[C@@H:17]1([NH2:27])[C:26]2[C:21](=[CH:22][CH:23]=[CH:24][CH:25]=2)[CH2:20][CH2:19][CH2:18]1, predict the reaction product. The product is: [Cl:1][C:2]1[CH:7]=[CH:6][C:5]([S:8][C:9]2[CH:10]=[C:11]([CH:14]=[CH:15][CH:16]=2)[CH2:12][NH:27][C@@H:17]2[C:26]3[C:21](=[CH:22][CH:23]=[CH:24][CH:25]=3)[CH2:20][CH2:19][CH2:18]2)=[CH:4][CH:3]=1. (7) Given the reactants [O:1]=[C:2]1[CH:7]=[C:6]([C:8]([OH:10])=O)[CH:5]=[CH:4][N:3]1[CH:11]([C:13]1[CH:18]=[CH:17][CH:16]=[CH:15][CH:14]=1)[CH3:12].C(N=C=NCCCN(C)C)C.ON1C2C=CC=CC=2N=N1.[NH2:40][CH2:41][C:42]1[C:43]([OH:50])=[N:44][C:45]([CH3:49])=[CH:46][C:47]=1[CH3:48], predict the reaction product. The product is: [OH:50][C:43]1[C:42]([CH2:41][NH:40][C:8]([C:6]2[CH:5]=[CH:4][N:3]([CH:11]([C:13]3[CH:18]=[CH:17][CH:16]=[CH:15][CH:14]=3)[CH3:12])[C:2](=[O:1])[CH:7]=2)=[O:10])=[C:47]([CH3:48])[CH:46]=[C:45]([CH3:49])[N:44]=1. (8) Given the reactants [Cl:1][C:2]1[C:3]([C:24]2[CH:29]=[N:28][CH:27]=[C:26]([NH:30][CH2:31][CH:32]3[CH2:37][CH2:36][O:35][CH2:34][CH2:33]3)[N:25]=2)=[CH:4][C:5]([NH:8][C:9]([C@H:11]2[CH2:16][CH2:15][CH2:14][N:13](C(OC(C)(C)C)=O)[CH2:12]2)=[O:10])=[N:6][CH:7]=1.Cl, predict the reaction product. The product is: [Cl:1][C:2]1[C:3]([C:24]2[CH:29]=[N:28][CH:27]=[C:26]([NH:30][CH2:31][CH:32]3[CH2:37][CH2:36][O:35][CH2:34][CH2:33]3)[N:25]=2)=[CH:4][C:5]([NH:8][C:9]([C@H:11]2[CH2:16][CH2:15][CH2:14][NH:13][CH2:12]2)=[O:10])=[N:6][CH:7]=1. (9) Given the reactants [H-].[Na+].[F:3][C:4]1[CH:9]=[C:8]([F:10])[CH:7]=[CH:6][C:5]=1[OH:11].Cl[C:13]1[CH:22]=[CH:21][C:20]2[C:15](=[C:16]([C:23]3[NH:31][C:30]4[CH2:29][CH2:28][NH:27][C:26](=[O:32])[C:25]=4[CH:24]=3)[CH:17]=[CH:18][CH:19]=2)[N:14]=1, predict the reaction product. The product is: [F:3][C:4]1[CH:9]=[C:8]([F:10])[CH:7]=[CH:6][C:5]=1[O:11][C:13]1[CH:22]=[CH:21][C:20]2[C:15](=[C:16]([C:23]3[NH:31][C:30]4[CH2:29][CH2:28][NH:27][C:26](=[O:32])[C:25]=4[CH:24]=3)[CH:17]=[CH:18][CH:19]=2)[N:14]=1. (10) Given the reactants [NH2:1][C:2]1[C:11]([F:12])=[CH:10][C:5]([C:6]([O:8][CH3:9])=[O:7])=[C:4]([F:13])[CH:3]=1.[I:14][C:15]1[CH:20]=[CH:19][C:18]([S:21](Cl)(=[O:23])=[O:22])=[CH:17][CH:16]=1, predict the reaction product. The product is: [F:13][C:4]1[CH:3]=[C:2]([NH:1][S:21]([C:18]2[CH:19]=[CH:20][C:15]([I:14])=[CH:16][CH:17]=2)(=[O:23])=[O:22])[C:11]([F:12])=[CH:10][C:5]=1[C:6]([O:8][CH3:9])=[O:7].